Dataset: Reaction yield outcomes from USPTO patents with 853,638 reactions. Task: Predict the reaction yield, written as a fraction of the theoretical maximum amount of product (1.0 means a 100% yield; for example, 0.34 means a 34% yield). (1) The reactants are [S:1]1[C:5]2[CH:6]=[CH:7][CH:8]=[CH:9][C:4]=2[N:3]=[C:2]1[NH2:10].Cl.Cl[CH2:13][CH2:14][N:15]1[CH2:20][CH2:19][O:18][CH2:17][CH2:16]1.C(N(CC)CC)C. No catalyst specified. The product is [N:15]1([CH2:14][CH2:13][N:3]2[C:4]3[CH:9]=[CH:8][CH:7]=[CH:6][C:5]=3[S:1][C:2]2=[NH:10])[CH2:20][CH2:19][O:18][CH2:17][CH2:16]1. The yield is 0.260. (2) The reactants are [F:1][C:2]1[CH:3]=[C:4]([C:11]2[CH:16]=[CH:15][C:14]([O:17][CH2:18][CH:19]3[CH2:24][CH2:23][N:22]([CH2:25][C:26]4([C:30]([F:33])([F:32])[F:31])[CH2:29][CH2:28][CH2:27]4)[CH2:21][CH2:20]3)=[CH:13][CH:12]=2)[CH:5]=[CH:6][C:7]=1[C:8](O)=[O:9].C(Cl)CCl.C1C=CC2N(O)N=NC=2C=1.CCN(C(C)C)C(C)C.Cl.[NH:58]1[CH2:63][CH2:62][CH2:61][C@H:60]([OH:64])[CH2:59]1. The catalyst is C(Cl)Cl.O. The product is [F:1][C:2]1[CH:3]=[C:4]([C:11]2[CH:12]=[CH:13][C:14]([O:17][CH2:18][CH:19]3[CH2:20][CH2:21][N:22]([CH2:25][C:26]4([C:30]([F:33])([F:31])[F:32])[CH2:29][CH2:28][CH2:27]4)[CH2:23][CH2:24]3)=[CH:15][CH:16]=2)[CH:5]=[CH:6][C:7]=1[C:8]([N:58]1[CH2:63][CH2:62][CH2:61][C@H:60]([OH:64])[CH2:59]1)=[O:9]. The yield is 0.500. (3) The reactants are [NH2:1][C:2]1[CH:3]=[C:4]2[C:8](=[CH:9][CH:10]=1)[N:7]([CH2:11][CH2:12][N:13]([CH3:15])[CH3:14])[C:6]([CH3:16])=[CH:5]2.[Cl:17][C:18]1[N:19]=[C:20]2[N:24]([C:25]=1[S:26](Cl)(=[O:28])=[O:27])[CH:23]=[CH:22][S:21]2. No catalyst specified. The product is [Cl:17][C:18]1[N:19]=[C:20]2[N:24]([C:25]=1[S:26]([NH:1][C:2]1[CH:3]=[C:4]3[C:8](=[CH:9][CH:10]=1)[N:7]([CH2:11][CH2:12][N:13]([CH3:15])[CH3:14])[C:6]([CH3:16])=[CH:5]3)(=[O:28])=[O:27])[CH:23]=[CH:22][S:21]2. The yield is 0.370. (4) The reactants are [CH2:1]([O:8][C@@H:9]1[C@@H:14]([O:15][CH2:16][C:17]2[CH:22]=[CH:21][CH:20]=[CH:19][CH:18]=2)[C@@H:13]([O:23][CH2:24][C:25]2[CH:30]=[CH:29][CH:28]=[CH:27][CH:26]=2)[C@@H:12]([CH2:31][O:32][CH2:33][C:34]2[CH:39]=[CH:38][CH:37]=[CH:36][CH:35]=2)[O:11][C@:10]21[C:47]1[C:42](=[CH:43][C:44]([F:50])=[C:45]([CH2:48]Cl)[CH:46]=1)[CH2:41][O:40]2)[C:2]1[CH:7]=[CH:6][CH:5]=[CH:4][CH:3]=1.C(=O)([O-])[O-].[Na+].[Na+].[CH2:57]([C:59]1[CH:64]=[CH:63][C:62](B(O)O)=[CH:61][CH:60]=1)[CH3:58]. The yield is 0.680. The catalyst is [Br-].C([N+](CCCC)(CCCC)CCCC)CCC.CN(C)C=O.O. The product is [CH2:1]([O:8][C@@H:9]1[C@@H:14]([O:15][CH2:16][C:17]2[CH:22]=[CH:21][CH:20]=[CH:19][CH:18]=2)[C@@H:13]([O:23][CH2:24][C:25]2[CH:30]=[CH:29][CH:28]=[CH:27][CH:26]=2)[C@@H:12]([CH2:31][O:32][CH2:33][C:34]2[CH:39]=[CH:38][CH:37]=[CH:36][CH:35]=2)[O:11][C@:10]21[C:47]1[C:42](=[CH:43][C:44]([F:50])=[C:45]([CH2:48][C:62]3[CH:63]=[CH:64][C:59]([CH2:57][CH3:58])=[CH:60][CH:61]=3)[CH:46]=1)[CH2:41][O:40]2)[C:2]1[CH:7]=[CH:6][CH:5]=[CH:4][CH:3]=1.